Task: Predict the product of the given reaction.. Dataset: Forward reaction prediction with 1.9M reactions from USPTO patents (1976-2016) (1) Given the reactants [CH3:1][C:2]1[C:3]([C:11]2[S:15][C:14]([C:16]([OH:18])=O)=[CH:13][CH:12]=2)=[N:4][O:5][C:6]=1[C:7]([F:10])([F:9])[F:8].[CH3:19][C@H:20]1[CH2:25][NH:24][CH2:23][C@@H:22]([CH3:26])[NH:21]1.C1COCC1.N1CCNCC1, predict the reaction product. The product is: [CH3:19][CH:20]1[NH:21][CH:22]([CH3:26])[CH2:23][N:24]([C:16]([C:14]2[S:15][C:11]([C:3]3[C:2]([CH3:1])=[C:6]([C:7]([F:8])([F:9])[F:10])[O:5][N:4]=3)=[CH:12][CH:13]=2)=[O:18])[CH2:25]1. (2) Given the reactants Cl.Cl[CH2:3][C:4]1[S:8][C:7]([C:9]2[S:10][C:11]([CH3:14])=[CH:12][CH:13]=2)=[N:6][C:5]=1[CH3:15].C(=O)([O-])[O-].[K+].[K+].[N-:22]=[N+:23]=[N-:24].[Na+].O, predict the reaction product. The product is: [N:22]([CH2:3][C:4]1[S:8][C:7]([C:9]2[S:10][C:11]([CH3:14])=[CH:12][CH:13]=2)=[N:6][C:5]=1[CH3:15])=[N+:23]=[N-:24]. (3) Given the reactants [F:1][C:2]([F:14])([F:13])[CH2:3][O:4][C:5]1[CH:6]=[CH:7][C:8]([CH2:11][OH:12])=[N:9][CH:10]=1.C(N(CC)CC)C.[CH3:22][S:23](Cl)(=[O:25])=[O:24], predict the reaction product. The product is: [CH3:22][S:23]([O:12][CH2:11][C:8]1[CH:7]=[CH:6][C:5]([O:4][CH2:3][C:2]([F:1])([F:13])[F:14])=[CH:10][N:9]=1)(=[O:25])=[O:24]. (4) The product is: [NH2:21][C:22]1[S:23][C:24]2[CH:33]=[CH:32][CH:31]=[CH:30][C:25]=2[C:26]=1[C:27]([N:15]1[CH2:14][CH2:13][CH:12]([C:8]2[CH:7]=[C:6]([CH:11]=[CH:10][CH:9]=2)[C:5]([N:4]([CH2:2][CH3:3])[CH2:19][CH3:20])=[O:18])[CH2:17][CH2:16]1)=[O:28]. Given the reactants Cl.[CH2:2]([N:4]([CH2:19][CH3:20])[C:5](=[O:18])[C:6]1[CH:11]=[CH:10][CH:9]=[C:8]([CH:12]2[CH2:17][CH2:16][NH:15][CH2:14][CH2:13]2)[CH:7]=1)[CH3:3].[NH2:21][C:22]1[S:23][C:24]2[CH:33]=[CH:32][CH:31]=[CH:30][C:25]=2[C:26]=1[C:27](O)=[O:28], predict the reaction product. (5) Given the reactants [CH2:1]([P:3]([CH2:6][CH3:7])[CH2:4][CH3:5])[CH3:2].[Br:8][CH2:9][CH2:10][CH2:11][CH2:12][CH2:13][CH2:14][CH2:15][CH2:16][CH2:17][CH2:18][CH2:19][CH2:20][OH:21], predict the reaction product. The product is: [Br-:8].[CH2:1]([P+:3]([CH2:6][CH3:7])([CH2:4][CH3:5])[CH2:9][CH2:10][CH2:11][CH2:12][CH2:13][CH2:14][CH2:15][CH2:16][CH2:17][CH2:18][CH2:19][CH2:20][OH:21])[CH3:2]. (6) Given the reactants [CH3:1][O:2][C:3]1[CH:7]=[CH:6][S:5][C:4]=1C(O)=O.[NH2:11][C:12]1[CH:17]=[C:16]([N+:18]([O-:20])=[O:19])[CH:15]=[CH:14][C:13]=1[OH:21].C([N:24]([CH2:27]C)CC)C.P(N=[N+]=[N-])(OC1C=CC=CC=1)(OC1C=CC=CC=1)=[O:30], predict the reaction product. The product is: [OH:21][C:13]1[CH:14]=[CH:15][C:16]([N+:18]([O-:20])=[O:19])=[CH:17][C:12]=1[NH:11][C:27]([NH:24][C:4]1[S:5][CH:6]=[CH:7][C:3]=1[O:2][CH3:1])=[O:30]. (7) Given the reactants [F:1][C:2]([F:11])([F:10])[C:3]1[CH:4]=[CH:5][C:6]([NH2:9])=[N:7][CH:8]=1.[I:12]I, predict the reaction product. The product is: [F:11][C:2]([F:1])([F:10])[C:3]1[CH:4]=[C:5]([I:12])[C:6]([NH2:9])=[N:7][CH:8]=1.